From a dataset of Catalyst prediction with 721,799 reactions and 888 catalyst types from USPTO. Predict which catalyst facilitates the given reaction. (1) Reactant: Cl[CH2:2]/[CH:3]=[CH:4]\[CH2:5]Cl.C[Si](C)(C)CCOC[N:13]1[C:17]2=[N:18][CH:19]=[CH:20][CH:21]=[C:16]2[CH2:15][C:14]1=[O:22].C(=O)([O-])[O-].[Cs+].[Cs+]. Product: [NH:13]1[C:17]2=[N:18][CH:19]=[CH:20][CH:21]=[C:16]2[C:15]2([CH2:5][CH:4]=[CH:3][CH2:2]2)[C:14]1=[O:22]. The catalyst class is: 3. (2) Reactant: [CH2:1]([N:8]([CH3:49])[C:9]1[CH:48]=[CH:47][C:12]([CH2:13][CH:14]([NH:37][S:38]([C:41]2[CH:42]=[N:43][CH:44]=[CH:45][CH:46]=2)(=[O:40])=[O:39])[C:15]2[N:20]=[C:19]([N:21]([CH2:29][C:30]([O:32]C(C)(C)C)=[O:31])C(OC(C)(C)C)=O)[CH:18]=[CH:17][CH:16]=2)=[CH:11][CH:10]=1)[C:2]1[CH:7]=[CH:6][CH:5]=[CH:4][CH:3]=1.Cl.O1CCOCC1. Product: [CH2:1]([N:8]([CH3:49])[C:9]1[CH:10]=[CH:11][C:12]([CH2:13][CH:14]([NH:37][S:38]([C:41]2[CH:42]=[N:43][CH:44]=[CH:45][CH:46]=2)(=[O:40])=[O:39])[C:15]2[N:20]=[C:19]([NH:21][CH2:29][C:30]([OH:32])=[O:31])[CH:18]=[CH:17][CH:16]=2)=[CH:47][CH:48]=1)[C:2]1[CH:7]=[CH:6][CH:5]=[CH:4][CH:3]=1. The catalyst class is: 2.